From a dataset of Reaction yield outcomes from USPTO patents with 853,638 reactions. Predict the reaction yield, written as a fraction of the theoretical maximum amount of product (1.0 means a 100% yield; for example, 0.34 means a 34% yield). (1) The reactants are C[Si]([C:5]#[C:6][C:7]1[C:15]2[CH:14]=[N:13][CH:12]=[N:11][C:10]=2[NH:9][CH:8]=1)(C)C.C(=O)([O-])[O-].[K+].[K+]. The catalyst is CO.CCOC(C)=O. The product is [C:6]([C:7]1[C:15]2[CH:14]=[N:13][CH:12]=[N:11][C:10]=2[NH:9][CH:8]=1)#[CH:5]. The yield is 0.870. (2) The reactants are [Cl:1][C:2]1[N:3]=[C:4]([C:9]([OH:11])=O)[NH:5][C:6]=1[CH2:7][CH3:8].S(Cl)(Cl)=O.[NH2:16][C:17]1[CH:38]=[CH:37][C:20]2[N:21]([CH2:25][C:26]3[CH:36]=[CH:35][CH:34]=[CH:33][C:27]=3[C:28]([O:30][CH2:31][CH3:32])=[O:29])[CH2:22][CH2:23][O:24][C:19]=2[CH:18]=1. The catalyst is N1C=CC=CC=1. The product is [Cl:1][C:2]1[N:3]=[C:4]([C:9]([NH:16][C:17]2[CH:38]=[CH:37][C:20]3[N:21]([CH2:25][C:26]4[CH:36]=[CH:35][CH:34]=[CH:33][C:27]=4[C:28]([O:30][CH2:31][CH3:32])=[O:29])[CH2:22][CH2:23][O:24][C:19]=3[CH:18]=2)=[O:11])[NH:5][C:6]=1[CH2:7][CH3:8]. The yield is 0.770. (3) The reactants are [Cl:1][C:2]1[CH:7]=[CH:6][C:5]([CH:8]([NH:27][C:28]2[CH:33]=[CH:32][C:31](=[O:34])[N:30]([CH3:35])[CH:29]=2)[C:9]2[C:10]([C:24]([OH:26])=O)=[N:11][N:12]([CH2:15][C:16]3[CH:21]=[CH:20][C:19]([O:22][CH3:23])=[CH:18][CH:17]=3)[C:13]=2[CH3:14])=[CH:4][CH:3]=1.ClC(N(C)C)=C(C)C. The catalyst is C(Cl)Cl. The product is [Cl:1][C:2]1[CH:3]=[CH:4][C:5]([CH:8]2[C:9]3[C:10](=[N:11][N:12]([CH2:15][C:16]4[CH:17]=[CH:18][C:19]([O:22][CH3:23])=[CH:20][CH:21]=4)[C:13]=3[CH3:14])[C:24](=[O:26])[N:27]2[C:28]2[CH:33]=[CH:32][C:31](=[O:34])[N:30]([CH3:35])[CH:29]=2)=[CH:6][CH:7]=1. The yield is 0.760. (4) The reactants are [NH2:1][C:2]1[CH:11]=[CH:10][C:5]([C:6]([O:8][CH3:9])=[O:7])=[CH:4][N:3]=1.Br[CH2:13][C:14](=O)[C:15]([CH3:18])([CH3:17])[CH3:16].C([O-])(O)=O.[Na+]. The catalyst is CO. The product is [C:15]([C:14]1[N:1]=[C:2]2[CH:11]=[CH:10][C:5]([C:6]([O:8][CH3:9])=[O:7])=[CH:4][N:3]2[CH:13]=1)([CH3:18])([CH3:17])[CH3:16]. The yield is 0.300. (5) The reactants are [CH2:1]([N:5]1[C:9]([NH:10][C:11](=O)[C:12]2[CH:17]=[CH:16][CH:15]=[CH:14][C:13]=2[F:18])=[C:8]([C:20]#[N:21])[C:7]([CH3:22])=[N:6]1)[CH2:2][CH2:3][CH3:4].OO.C([OH:27])C.Cl. The catalyst is [OH-].[Na+]. The product is [CH2:1]([N:5]1[C:9]2[N:10]=[C:11]([C:12]3[CH:17]=[CH:16][CH:15]=[CH:14][C:13]=3[F:18])[NH:21][C:20](=[O:27])[C:8]=2[C:7]([CH3:22])=[N:6]1)[CH2:2][CH2:3][CH3:4]. The yield is 0.320. (6) The reactants are [CH3:1][O:2][C:3](=[O:12])[C:4]1[CH:9]=[CH:8][C:7]([OH:10])=[CH:6][C:5]=1[OH:11].Cl.Cl[CH2:15][C:16]1[CH:17]=[N:18][CH:19]=[CH:20][CH:21]=1.C(=O)([O-])[O-].[K+].[K+].N1CCCCC1. The catalyst is CC(C)=O.O. The product is [CH3:1][O:2][C:3](=[O:12])[C:4]1[CH:9]=[CH:8][C:7]([O:10][CH2:15][C:16]2[CH:17]=[N:18][CH:19]=[CH:20][CH:21]=2)=[CH:6][C:5]=1[OH:11]. The yield is 0.310. (7) The reactants are [F:1][C:2]([CH3:35])([CH3:34])[CH:3]([NH:8][C:9]([C:11]1[N:12]=[C:13]([C:28]2[CH:33]=[CH:32][CH:31]=[CH:30][CH:29]=2)[N:14]2[CH2:20][CH2:19][CH2:18][N:17](C(OC(C)(C)C)=O)[CH2:16][C:15]=12)=[O:10])[C:4]([NH:6][CH3:7])=[O:5].FC(F)(F)C(O)=O. The catalyst is ClCCl. The product is [F:1][C:2]([CH3:35])([CH3:34])[CH:3]([NH:8][C:9]([C:11]1[N:12]=[C:13]([C:28]2[CH:33]=[CH:32][CH:31]=[CH:30][CH:29]=2)[N:14]2[CH2:20][CH2:19][CH2:18][NH:17][CH2:16][C:15]=12)=[O:10])[C:4]([NH:6][CH3:7])=[O:5]. The yield is 0.830. (8) The reactants are [Cl:1][C:2]1[CH:3]=[C:4]([C:10]2([C:30]([F:33])([F:32])[F:31])[CH2:14][CH2:13][N:12]([C:15]3[N:20]=[C:19]([C:21]([F:24])([F:23])[F:22])[C:18]([C:25]([O:27]CC)=[O:26])=[CH:17][N:16]=3)[CH2:11]2)[CH:5]=[C:6]([Cl:9])[C:7]=1[Cl:8].[OH-].[Na+].Cl. The catalyst is O1CCOCC1. The product is [Cl:9][C:6]1[CH:5]=[C:4]([C:10]2([C:30]([F:33])([F:31])[F:32])[CH2:14][CH2:13][N:12]([C:15]3[N:20]=[C:19]([C:21]([F:24])([F:22])[F:23])[C:18]([C:25]([OH:27])=[O:26])=[CH:17][N:16]=3)[CH2:11]2)[CH:3]=[C:2]([Cl:1])[C:7]=1[Cl:8]. The yield is 0.920.